From a dataset of Catalyst prediction with 721,799 reactions and 888 catalyst types from USPTO. Predict which catalyst facilitates the given reaction. (1) Reactant: [OH-].[Na+].[Cl:3][C:4]1[CH:5]=[C:6]([C:14]2[O:18][N:17]=[C:16]([C:19]3[CH:27]=[CH:26][CH:25]=[C:24]4[C:20]=3[CH:21]=[N:22][N:23]4[CH2:28][CH2:29][CH2:30][CH2:31][C:32]([O:34]C)=[O:33])[N:15]=2)[CH:7]=[CH:8][C:9]=1[O:10][CH:11]([CH3:13])[CH3:12]. Product: [Cl:3][C:4]1[CH:5]=[C:6]([C:14]2[O:18][N:17]=[C:16]([C:19]3[CH:27]=[CH:26][CH:25]=[C:24]4[C:20]=3[CH:21]=[N:22][N:23]4[CH2:28][CH2:29][CH2:30][CH2:31][C:32]([OH:34])=[O:33])[N:15]=2)[CH:7]=[CH:8][C:9]=1[O:10][CH:11]([CH3:13])[CH3:12]. The catalyst class is: 8. (2) Reactant: [CH3:1][C:2]1[CH:7]=[C:6]([CH3:8])[CH:5]=[CH:4][C:3]=1[C:9]1[S:10][C:11]([C:15](=[O:17])[CH3:16])=[C:12]([CH3:14])[N:13]=1.[OH-:18].[K+].[C:20](O)(=[O:22])C.[C:24](O)(=O)C.IC1C=CC=CC=1. The catalyst class is: 5. Product: [CH3:1][C:2]1[CH:7]=[C:6]([CH3:8])[CH:5]=[CH:4][C:3]=1[C:9]1[S:10][C:11]([C:15]([O:22][CH3:20])([O:17][CH3:24])[CH2:16][OH:18])=[C:12]([CH3:14])[N:13]=1.